This data is from HIV replication inhibition screening data with 41,000+ compounds from the AIDS Antiviral Screen. The task is: Binary Classification. Given a drug SMILES string, predict its activity (active/inactive) in a high-throughput screening assay against a specified biological target. (1) The result is 0 (inactive). The molecule is Fc1ccc(-c2sc(-c3ccsc3)cc2Cc2ccsc2)cc1. (2) The molecule is CNNCc1ccc(C(=O)NC(C)C)cc1. The result is 0 (inactive). (3) The drug is CCC1(Br)C(=O)NC(=O)NC1=O. The result is 1 (active). (4) The drug is O=C1CCC(N2C(=O)C3CCCCC3C2=O)C(=O)N1. The result is 0 (inactive). (5) The molecule is CSC(=S)OC1C(CO[Si](C)(C)C(C)(C)C)OC2OC(C)(C)OC21. The result is 0 (inactive). (6) The molecule is N#CC(C#N)=Cn1c(=S)[nH]c2ccccc21. The result is 0 (inactive). (7) The molecule is CC(C)C(C(=O)O)n1[se]c2ccccc2c1=O. The result is 1 (active). (8) The molecule is COC(=O)C1C(C(=O)OC)C2N(c3ccccc3)C=NN2C1C(=O)c1ccccc1. The result is 0 (inactive). (9) The molecule is CC(C=Cc1ccccc1Cl)=NC(=S)NC(N)=S. The result is 0 (inactive).